Dataset: Reaction yield outcomes from USPTO patents with 853,638 reactions. Task: Predict the reaction yield, written as a fraction of the theoretical maximum amount of product (1.0 means a 100% yield; for example, 0.34 means a 34% yield). (1) The reactants are [NH:1]1[C:11]2[C:6](=[CH:7][CH:8]=[CH:9][CH:10]=2)[C:4](=[O:5])[C:2]1=[O:3].I[CH2:13][CH2:14][CH3:15].C(=O)([O-])[O-].[K+].[K+].O. The catalyst is CN(C)C=O.C(OCC)(=O)C. The product is [CH2:13]([N:1]1[C:11]2[C:6](=[CH:7][CH:8]=[CH:9][CH:10]=2)[C:4](=[O:5])[C:2]1=[O:3])[CH2:14][CH3:15]. The yield is 0.930. (2) The reactants are [C:1]([C:4]1[S:8][C:7]([NH2:9])=[C:6]([C:10]([OH:12])=O)[C:5]=1[CH3:13])(=[O:3])[CH3:2].Cl.Cl.[CH3:16][C:17]1([CH3:34])[CH2:21][C:20]2([CH2:26][CH2:25][CH2:24][N:23]([CH:27]3[CH2:32][CH2:31][NH:30][CH2:29][CH2:28]3)[CH2:22]2)[C:19](=[O:33])[O:18]1.C(OC(C)C)(C)C. No catalyst specified. The yield is 0.870. The product is [C:1]([C:4]1[S:8][C:7]([NH2:9])=[C:6]([C:10]([N:30]2[CH2:31][CH2:32][CH:27]([N:23]3[CH2:24][CH2:25][CH2:26][C:20]4([C:19](=[O:33])[O:18][C:17]([CH3:16])([CH3:34])[CH2:21]4)[CH2:22]3)[CH2:28][CH2:29]2)=[O:12])[C:5]=1[CH3:13])(=[O:3])[CH3:2]. (3) The reactants are [Cl:1][C:2]1[N:7]=[N:6][C:5]([NH2:8])=[CH:4][CH:3]=1.CCN(C(C)C)C(C)C.[C:18]1([CH2:24][C:25](Cl)=[O:26])[CH:23]=[CH:22][CH:21]=[CH:20][CH:19]=1. The catalyst is CN1C(=O)CCC1. The product is [Cl:1][C:2]1[N:7]=[N:6][C:5]([NH:8][C:25](=[O:26])[CH2:24][C:18]2[CH:23]=[CH:22][CH:21]=[CH:20][CH:19]=2)=[CH:4][CH:3]=1. The yield is 0.420.